This data is from NCI-60 drug combinations with 297,098 pairs across 59 cell lines. The task is: Regression. Given two drug SMILES strings and cell line genomic features, predict the synergy score measuring deviation from expected non-interaction effect. (1) Synergy scores: CSS=11.1, Synergy_ZIP=-0.843, Synergy_Bliss=6.33, Synergy_Loewe=4.44, Synergy_HSA=5.81. Cell line: T-47D. Drug 2: C1CCC(C(C1)N)N.C(=O)(C(=O)[O-])[O-].[Pt+4]. Drug 1: CNC(=O)C1=CC=CC=C1SC2=CC3=C(C=C2)C(=NN3)C=CC4=CC=CC=N4. (2) Drug 1: CCCCCOC(=O)NC1=NC(=O)N(C=C1F)C2C(C(C(O2)C)O)O. Drug 2: CC1C(C(CC(O1)OC2CC(CC3=C2C(=C4C(=C3O)C(=O)C5=CC=CC=C5C4=O)O)(C(=O)C)O)N)O. Cell line: ACHN. Synergy scores: CSS=44.5, Synergy_ZIP=-1.72, Synergy_Bliss=-2.73, Synergy_Loewe=-53.2, Synergy_HSA=-2.91.